This data is from Full USPTO retrosynthesis dataset with 1.9M reactions from patents (1976-2016). The task is: Predict the reactants needed to synthesize the given product. (1) Given the product [CH:31]1([N:12]([CH2:13][CH:14]2[CH2:26][C:25]3[C:24]4[C:19](=[CH:20][CH:21]=[C:22]([F:27])[CH:23]=4)[NH:18][C:17]=3[CH2:16][CH2:15]2)[CH:8]2[CH2:7][C:6]3[C:5]([C:28]([NH2:30])=[O:29])=[CH:4][CH:3]=[C:2]([F:1])[C:11]=3[O:10][CH2:9]2)[CH2:34][CH2:33][CH2:32]1, predict the reactants needed to synthesize it. The reactants are: [F:1][C:2]1[C:11]2[O:10][CH2:9][CH:8]([NH:12][CH2:13][CH:14]3[CH2:26][C:25]4[C:24]5[C:19](=[CH:20][CH:21]=[C:22]([F:27])[CH:23]=5)[NH:18][C:17]=4[CH2:16][CH2:15]3)[CH2:7][C:6]=2[C:5]([C:28]([NH2:30])=[O:29])=[CH:4][CH:3]=1.[C:31]1(=O)[CH2:34][CH2:33][CH2:32]1.C([BH3-])#N.[Na+].Cl. (2) Given the product [CH2:1]=[CH:2][CH2:3][CH3:4].[CH3:1][CH:2]([CH3:6])[CH2:3][CH:4]=[CH2:5], predict the reactants needed to synthesize it. The reactants are: [CH3:1][CH:2]([CH3:6])[CH2:3][CH:4]=[CH2:5].C=CCC.